From a dataset of Full USPTO retrosynthesis dataset with 1.9M reactions from patents (1976-2016). Predict the reactants needed to synthesize the given product. (1) Given the product [CH2:6]([SH:7])[C@H:27]([NH2:38])[C:28]([NH:29][CH2:30][C:31]([OH:33])=[O:32])=[O:48], predict the reactants needed to synthesize it. The reactants are: C1[C:6]([S:7]SC2C=CC([N+]([O-])=O)=C(C(O)=O)C=2)=CC(C(O)=O)=C([N+]([O-])=O)C=1.[CH2:27]([N:38](CC(O)=O)CC(O)=O)[CH2:28][N:29](CC(O)=O)[CH2:30][C:31]([OH:33])=[O:32].P([O-])([O-])([O-])=[O:48].[K+].[K+].[K+]. (2) Given the product [CH3:16][O:15][CH2:14][CH2:13][O:12][C:8]1[CH:9]=[C:10]([CH3:11])[C:5]([C:3]2[N:18]=[C:19]([NH2:21])[S:20][CH:2]=2)=[C:6]([CH3:17])[CH:7]=1, predict the reactants needed to synthesize it. The reactants are: Br[CH2:2][C:3]([C:5]1[C:10]([CH3:11])=[CH:9][C:8]([O:12][CH2:13][CH2:14][O:15][CH3:16])=[CH:7][C:6]=1[CH3:17])=O.[NH2:18][C:19]([NH2:21])=[S:20]. (3) Given the product [F:31][C:23]1[CH:22]=[C:21]([CH:26]=[CH:25][C:24]=1[C:27]([F:30])([F:28])[F:29])[CH2:20][NH:19][C:18]([C:14]1[C:15]2[CH:16]=[CH:17][N:8]([C@H:6]([CH3:7])[CH2:5][OH:4])[C:9](=[O:34])[C:10]=2[CH:11]=[CH:12][C:13]=1[CH3:33])=[O:32], predict the reactants needed to synthesize it. The reactants are: C([O:4][CH2:5][C@H:6]([N:8]1[CH:17]=[CH:16][C:15]2[C:10](=[CH:11][CH:12]=[C:13]([CH3:33])[C:14]=2[C:18](=[O:32])[NH:19][CH2:20][C:21]2[CH:26]=[CH:25][C:24]([C:27]([F:30])([F:29])[F:28])=[C:23]([F:31])[CH:22]=2)[C:9]1=[O:34])[CH3:7])(=O)C.C(=O)([O-])[O-].[K+].[K+].CO. (4) Given the product [Cl:1][C:2]1[CH:7]=[C:6]([N+:10]([O-:12])=[O:11])[C:5]([F:8])=[CH:4][C:3]=1[OH:9], predict the reactants needed to synthesize it. The reactants are: [Cl:1][C:2]1[CH:7]=[CH:6][C:5]([F:8])=[CH:4][C:3]=1[OH:9].[N+:10]([O-])([OH:12])=[O:11].